This data is from Forward reaction prediction with 1.9M reactions from USPTO patents (1976-2016). The task is: Predict the product of the given reaction. (1) Given the reactants [O:1]([C:8]1[N:13]=[CH:12][C:11]([C:14]([O:16]CC)=[O:15])=[CH:10][N:9]=1)[C:2]1[CH:7]=[CH:6][CH:5]=[CH:4][CH:3]=1.O.[OH-].[Li+], predict the reaction product. The product is: [O:1]([C:8]1[N:9]=[CH:10][C:11]([C:14]([OH:16])=[O:15])=[CH:12][N:13]=1)[C:2]1[CH:3]=[CH:4][CH:5]=[CH:6][CH:7]=1. (2) Given the reactants [CH3:1][O:2][N:3]([CH3:16])[C:4]([C:6]1[C:10]2[CH2:11][NH:12][CH:13]([CH3:15])[CH2:14][C:9]=2[NH:8][N:7]=1)=[O:5].[Cl:17][C:18]1[CH:19]=[C:20]([NH:24][C:25](=O)[O:26]C2C=CC=CC=2)[CH:21]=[CH:22][CH:23]=1.O, predict the reaction product. The product is: [Cl:17][C:18]1[CH:19]=[C:20]([NH:24][C:25]([N:12]2[CH:13]([CH3:15])[CH2:14][C:9]3[NH:8][N:7]=[C:6]([C:4]([N:3]([O:2][CH3:1])[CH3:16])=[O:5])[C:10]=3[CH2:11]2)=[O:26])[CH:21]=[CH:22][CH:23]=1. (3) Given the reactants O[C:2]12[CH2:11][CH:6]3[CH2:7][CH:8]([CH2:10][CH:4]([C:5]3=[O:12])[CH2:3]1)[CH2:9]2.OS(O)(=O)=O.O=S(=O)=O.[CH3:22]O.[CH:24]([OH:26])=[O:25], predict the reaction product. The product is: [CH3:22][O:25][C:24]([C:2]12[CH2:11][CH:6]3[CH2:7][CH:8]([CH2:10][CH:4]([C:5]3=[O:12])[CH2:3]1)[CH2:9]2)=[O:26]. (4) Given the reactants [NH2:1][C@H:2]1[CH2:7][CH2:6][C@H:5]([NH:8][C:9]2[CH:10]=[C:11]([NH2:18])[C:12]3[N:13]([CH:15]=[CH:16][N:17]=3)[N:14]=2)[CH2:4][CH2:3]1.CCOC1C=CC(N)=CC=1.C(N(CC)CC)C.[CH3:36][C:37]([O:40][C:41](O[C:41]([O:40][C:37]([CH3:39])([CH3:38])[CH3:36])=[O:42])=[O:42])([CH3:39])[CH3:38], predict the reaction product. The product is: [NH2:18][C:11]1[C:12]2[N:13]([CH:15]=[CH:16][N:17]=2)[N:14]=[C:9]([NH:8][C@H:5]2[CH2:6][CH2:7][C@H:2]([NH:1][C:41](=[O:42])[O:40][C:37]([CH3:39])([CH3:38])[CH3:36])[CH2:3][CH2:4]2)[CH:10]=1. (5) Given the reactants [H-].[Na+].[CH2:3]([C:6]1([OH:21])[C:18]2[CH:17]=[C:16]([Br:19])[CH:15]=[CH:14][C:13]=2[C:12]2[C:7]1=[CH:8][C:9]([Br:20])=[CH:10][CH:11]=2)[CH:4]=[CH2:5].CO[C:24]1[CH:29]=CC(CCNC(NC2C=CC(Cl)=CC=2)=O)=C[CH:25]=1.C(Br)C=C, predict the reaction product. The product is: [CH2:3]([C:6]1([O:21][CH2:29][CH:24]=[CH2:25])[C:18]2[CH:17]=[C:16]([Br:19])[CH:15]=[CH:14][C:13]=2[C:12]2[C:7]1=[CH:8][C:9]([Br:20])=[CH:10][CH:11]=2)[CH:4]=[CH2:5]. (6) The product is: [OH:1][CH:2]([C:6]1[CH:7]=[CH:8][C:9]([C:12]2[N:16]=[C:15]([C:17]3[O:21][N:20]=[C:19]([C:22]4[CH:23]=[CH:24][CH:25]=[CH:26][CH:27]=4)[C:18]=3[C:28]([F:31])([F:30])[F:29])[O:14][N:13]=2)=[CH:10][CH:11]=1)[C:3]([NH:39][CH2:38][C:35]1[CH:34]=[C:33]([CH3:32])[O:37][N:36]=1)=[O:5]. Given the reactants [OH:1][CH:2]([C:6]1[CH:11]=[CH:10][C:9]([C:12]2[N:16]=[C:15]([C:17]3[O:21][N:20]=[C:19]([C:22]4[CH:27]=[CH:26][CH:25]=[CH:24][CH:23]=4)[C:18]=3[C:28]([F:31])([F:30])[F:29])[O:14][N:13]=2)=[CH:8][CH:7]=1)[C:3]([OH:5])=O.[CH3:32][C:33]1[O:37][N:36]=[C:35]([CH2:38][NH2:39])[CH:34]=1.CN1CCOCC1.CN(C(ON1N=NC2C=CC=NC1=2)=[N+](C)C)C.F[P-](F)(F)(F)(F)F, predict the reaction product. (7) Given the reactants [F:1][C:2]1[CH:7]=[CH:6][C:5]([N:8]2[C:16]3[CH:15]=[C:14]4[CH2:17][CH2:18][C@H:19]5[C:24]([C@@:13]4([CH3:37])[CH2:12][C:11]=3[CH:10]=[N:9]2)=[CH:23][CH2:22][C@@H:21]([C:25]([O:27][CH3:28])=[O:26])[C@@:20]5([C:33]([F:36])([F:35])[F:34])[C:29]([O:31][CH3:32])=[O:30])=[CH:4][CH:3]=1.[F:38][C:39]1[CH:44]=[CH:43][C:42]([N:45]2[C:53]3[CH:52]=[C:51]4[CH2:54][CH2:55][C@H:56]5[C:61]([C@@:50]4([CH3:74])[CH2:49][C:48]=3[CH:47]=[N:46]2)=[CH:60][CH2:59][C@@:58]([C:66]([F:69])([F:68])[F:67])([C:62]([O:64][CH3:65])=[O:63])[C@H:57]5[C:70]([O:72][CH3:73])=[O:71])=[CH:41][CH:40]=1, predict the reaction product. The product is: [F:1][C:2]1[CH:7]=[CH:6][C:5]([N:8]2[C:16]3[CH2:15][C@H:14]4[CH2:17][CH2:18][C@H:19]5[C:24]([C@@:13]4([CH3:37])[CH2:12][C:11]=3[CH:10]=[N:9]2)=[CH:23][CH2:22][C@@H:21]([C:25]([O:27][CH3:28])=[O:26])[C@@:20]5([C:33]([F:35])([F:34])[F:36])[C:29]([O:31][CH3:32])=[O:30])=[CH:4][CH:3]=1.[F:38][C:39]1[CH:44]=[CH:43][C:42]([N:45]2[C:53]3[CH2:52][C@H:51]4[CH2:54][CH2:55][C@H:56]5[C:61]([C@@:50]4([CH3:74])[CH2:49][C:48]=3[CH:47]=[N:46]2)=[CH:60][CH2:59][C@@:58]([C:66]([F:69])([F:68])[F:67])([C:62]([O:64][CH3:65])=[O:63])[C@H:57]5[C:70]([O:72][CH3:73])=[O:71])=[CH:41][CH:40]=1. (8) Given the reactants [CH2:1]([Si:4]([CH3:7])([CH3:6])[CH3:5])[CH:2]=[CH2:3].[C:8]1(=[O:14])[O:13][C:11](=[O:12])[CH:10]=[CH:9]1.[C:15]([O:19][C:20](=[O:23])[CH:21]=[CH2:22])([CH3:18])([CH3:17])[CH3:16].[C:24]([OH:28])(=[O:27])[CH:25]=[CH2:26].N(C(C)(CC)C#N)=NC(C)(CC)C#N, predict the reaction product. The product is: [CH2:1]([Si:4]([CH3:7])([CH3:6])[CH3:5])[CH:2]=[CH2:3].[C:11]1(=[O:12])[O:13][C:8](=[O:14])[CH:9]=[CH:10]1.[C:15]([O:19][C:20](=[O:23])[CH:21]=[CH2:22])([CH3:18])([CH3:17])[CH3:16].[C:24]([OH:28])(=[O:27])[CH:25]=[CH2:26]. (9) Given the reactants Cl[CH2:2][CH2:3][CH2:4][C:5]1([CH2:15][CH3:16])[C:13]2[C:8](=[CH:9][CH:10]=[CH:11][CH:12]=2)[NH:7][C:6]1=[O:14].Cl[C:18]1[S:26][C:25]2[CH2:24][CH2:23][NH:22][CH2:21][C:20]=2[CH:19]=1, predict the reaction product. The product is: [S:26]1[C:25]2[CH2:24][CH2:23][N:22]([CH2:2][CH2:3][CH2:4][C:5]3([CH2:15][CH3:16])[C:13]4[C:8](=[CH:9][CH:10]=[CH:11][CH:12]=4)[NH:7][C:6]3=[O:14])[CH2:21][C:20]=2[CH:19]=[CH:18]1. (10) Given the reactants [OH:1][C:2]1[CH:7]=[C:6]([CH3:8])[O:5][C:4](=[O:9])[CH:3]=1.[C:10](Cl)(=[O:12])[CH3:11], predict the reaction product. The product is: [C:10]([C:3]1[C:4](=[O:9])[O:5][C:6]([CH3:8])=[CH:7][C:2]=1[OH:1])(=[O:12])[CH3:11].